From a dataset of Full USPTO retrosynthesis dataset with 1.9M reactions from patents (1976-2016). Predict the reactants needed to synthesize the given product. Given the product [Cl:1][C:2]1[CH:3]=[CH:4][C:5]([S:8]([N:11]([CH2:30][C:22]2[CH:27]=[N:26][C:25]([O:52][CH3:51])=[CH:24][CH:23]=2)[C@@H:12]2[CH2:18][CH2:17][CH2:16][CH2:15][NH:14][C:13]2=[O:19])(=[O:10])=[O:9])=[CH:6][CH:7]=1, predict the reactants needed to synthesize it. The reactants are: [Cl:1][C:2]1[CH:7]=[CH:6][C:5]([S:8]([NH:11][C@@H:12]2[CH2:18][CH2:17][CH2:16][CH2:15][NH:14][C:13]2=[O:19])(=[O:10])=[O:9])=[CH:4][CH:3]=1.CO[C:22]1[CH:23]=[CH:24][C:25](CO)=[N:26][CH:27]=1.[C:30]1(P(C2C=CC=CC=2)C2C=CC=CC=2)C=CC=CC=1.N(C(OC(C)C)=O)=N[C:51](OC(C)C)=[O:52].